This data is from Full USPTO retrosynthesis dataset with 1.9M reactions from patents (1976-2016). The task is: Predict the reactants needed to synthesize the given product. (1) Given the product [F:1][C:2]1[CH:3]=[C:4]([CH:7]=[CH:8][C:9]=1[C:10]([F:11])([F:12])[F:13])[CH2:5][NH:6][C:25](=[O:26])[CH:24]([C:19]1[CH:20]=[CH:21][CH:22]=[C:23]2[C:18]=1[CH:17]=[CH:16][N:15]=[CH:14]2)[CH2:28][CH3:29], predict the reactants needed to synthesize it. The reactants are: [F:1][C:2]1[CH:3]=[C:4]([CH:7]=[CH:8][C:9]=1[C:10]([F:13])([F:12])[F:11])[CH2:5][NH2:6].[CH:14]1[C:23]2[C:18](=[C:19]([CH:24]([CH2:28][CH3:29])[C:25](O)=[O:26])[CH:20]=[CH:21][CH:22]=2)[CH:17]=[CH:16][N:15]=1.C1C2C(=C(CC(O)=O)C=CC=2)C=CN=1. (2) The reactants are: C([O:8][C:9]([C:11]1[S:36][C:14]2[N:15]([CH3:35])[C:16](=[O:34])[N:17]([CH2:20][C:21]3[CH:26]=[CH:25][C:24]([C:27]([O:29][C:30]([CH3:33])([CH3:32])[CH3:31])=[O:28])=[CH:23][CH:22]=3)[C:18](=[O:19])[C:13]=2[CH:12]=1)=[O:10])C1C=CC=CC=1.[Li+].[OH-]. Given the product [C:30]([O:29][C:27]([C:24]1[CH:25]=[CH:26][C:21]([CH2:20][N:17]2[C:18](=[O:19])[C:13]3[CH:12]=[C:11]([C:9]([OH:10])=[O:8])[S:36][C:14]=3[N:15]([CH3:35])[C:16]2=[O:34])=[CH:22][CH:23]=1)=[O:28])([CH3:33])([CH3:31])[CH3:32], predict the reactants needed to synthesize it. (3) Given the product [Cl:14][C:15]1[C:24]2[O:23][CH:22]([CH2:25][NH2:27])[CH2:21][NH:20][C:19]=2[CH:18]=[CH:17][CH:16]=1, predict the reactants needed to synthesize it. The reactants are: FC1C2OC(CN)CNC=2C=CC=1.[Cl:14][C:15]1[C:24]2[O:23][CH:22]([C:25]([NH2:27])=O)[CH2:21][NH:20][C:19]=2[CH:18]=[CH:17][CH:16]=1. (4) Given the product [C:44]([N:8]1[C:6]2[C:5](=[CH:4][CH:3]=[C:2]([Cl:1])[CH:7]=2)[C@:10]2([C@@H:15]([C:16]3[CH:21]=[C:20]([Cl:22])[CH:19]=[CH:18][C:17]=3[O:23][C:24]([CH3:33])([CH3:32])[C:25]([NH:27][S:28]([CH3:31])(=[O:29])=[O:30])=[O:26])[CH2:14][C:13](=[O:34])[NH:12][C@H:11]2[C:35]2[CH:40]=[C:39]([F:41])[CH:38]=[CH:37][C:36]=2[CH3:42])[C:9]1=[O:43])(=[O:46])[CH3:45], predict the reactants needed to synthesize it. The reactants are: [Cl:1][C:2]1[CH:7]=[C:6]2[NH:8][C:9](=[O:43])[C@@:10]3([C@@H:15]([C:16]4[CH:21]=[C:20]([Cl:22])[CH:19]=[CH:18][C:17]=4[O:23][C:24]([CH3:33])([CH3:32])[C:25]([NH:27][S:28]([CH3:31])(=[O:30])=[O:29])=[O:26])[CH2:14][C:13](=[O:34])[NH:12][C@H:11]3[C:35]3[CH:40]=[C:39]([F:41])[CH:38]=[CH:37][C:36]=3[CH3:42])[C:5]2=[CH:4][CH:3]=1.[C:44](OC(=O)C)(=[O:46])[CH3:45]. (5) Given the product [Br:13][CH2:14][CH2:15][CH2:16][CH2:5][N:4]1[C:3](=[O:12])[C@H:2]2[C@H:6]([C@@H:7]3[CH2:10][C@H:1]2[CH:9]=[CH:8]3)[C:19]1=[O:22], predict the reactants needed to synthesize it. The reactants are: [C@@H:1]12[CH2:10][C@@H:7]([CH:8]=[CH:9]1)[C@@H:6]1[C@H:2]2[C:3](=[O:12])[NH:4][C:5]1=O.[Br:13][CH:14](C)[CH:15](Br)[CH3:16].[C:19]([O-:22])([O-])=O.[K+].[K+]. (6) Given the product [OH:18][CH2:17][CH2:16][C:13]1[CH:14]=[CH:15][C:10]([NH:9][C:4]2[N:5]=[C:6]([CH3:8])[N:7]=[C:2]([CH:23]([C:24]([O:26][CH2:27][CH3:28])=[O:25])[C:22]([O:30][CH2:31][CH3:32])=[O:29])[C:3]=2[N+:19]([O-:21])=[O:20])=[CH:11][CH:12]=1, predict the reactants needed to synthesize it. The reactants are: Cl[C:2]1[N:7]=[C:6]([CH3:8])[N:5]=[C:4]([NH:9][C:10]2[CH:15]=[CH:14][C:13]([CH2:16][CH2:17][OH:18])=[CH:12][CH:11]=2)[C:3]=1[N+:19]([O-:21])=[O:20].[C:22]([O:30][CH2:31][CH3:32])(=[O:29])[CH2:23][C:24]([O:26][CH2:27][CH3:28])=[O:25].[OH-].[Na+]. (7) Given the product [C:34]([O:33][C:31]([N:8]([C:6]([O:5][C:1]([CH3:4])([CH3:3])[CH3:2])=[O:7])[C:9]1[N:14]=[CH:13][C:12]([C:15]2[CH:20]=[C:19]([O:21][C:22]3[CH:23]=[N:24][C:25]([NH2:28])=[CH:26][CH:27]=3)[CH:18]=[CH:17][N:16]=2)=[CH:11][CH:10]=1)=[O:32])([CH3:37])([CH3:36])[CH3:35], predict the reactants needed to synthesize it. The reactants are: [C:1]([O:5][C:6]([N:8]([C:31]([O:33][C:34]([CH3:37])([CH3:36])[CH3:35])=[O:32])[C:9]1[N:14]=[CH:13][C:12]([C:15]2[CH:20]=[C:19]([O:21][C:22]3[CH:23]=[N:24][C:25]([N+:28]([O-])=O)=[CH:26][CH:27]=3)[CH:18]=[CH:17][N:16]=2)=[CH:11][CH:10]=1)=[O:7])([CH3:4])([CH3:3])[CH3:2].